This data is from Peptide-MHC class I binding affinity with 185,985 pairs from IEDB/IMGT. The task is: Regression. Given a peptide amino acid sequence and an MHC pseudo amino acid sequence, predict their binding affinity value. This is MHC class I binding data. The peptide sequence is IENATFFIF. The MHC is HLA-B44:03 with pseudo-sequence HLA-B44:03. The binding affinity (normalized) is 0.747.